Predict the reaction yield, written as a fraction of the theoretical maximum amount of product (1.0 means a 100% yield; for example, 0.34 means a 34% yield). From a dataset of Reaction yield outcomes from USPTO patents with 853,638 reactions. (1) The reactants are [CH3:1][O:2][CH2:3][CH2:4][CH:5]([C:7]1[CH:16]=[CH:15][C:10]([C:11]([O:13]C)=[O:12])=[CH:9][CH:8]=1)[CH3:6].O.[OH-].[Li+].Cl. The catalyst is CO.O. The product is [CH3:1][O:2][CH2:3][CH2:4][CH:5]([C:7]1[CH:8]=[CH:9][C:10]([C:11]([OH:13])=[O:12])=[CH:15][CH:16]=1)[CH3:6]. The yield is 0.900. (2) The reactants are C1(C(C2C=CC=CC=2)([C@H]2CCCN2)O)C=CC=CC=1.[OH:20][C:21]1[CH:22]=[C:23]2[C:28](=[CH:29][CH:30]=1)[C:27]([C:31]([C:33]1[CH:38]=[CH:37][C:36]([O:39][CH2:40][CH2:41][N:42]3[CH2:47][CH2:46][CH2:45][CH2:44][CH2:43]3)=[CH:35][CH:34]=1)=[O:32])=[C:26]([C:48]1[CH:53]=[C:52]([F:54])[CH:51]=[C:50]([F:55])[C:49]=1[F:56])[CH:25]=[CH:24]2.B.C(CN)O.[Cl-].[NH4+]. No catalyst specified. The product is [OH:32][CH:31]([C:33]1[CH:34]=[CH:35][C:36]([O:39][CH2:40][CH2:41][N:42]2[CH2:47][CH2:46][CH2:45][CH2:44][CH2:43]2)=[CH:37][CH:38]=1)[C:27]1[C:26]([C:48]2[CH:53]=[C:52]([F:54])[CH:51]=[C:50]([F:55])[C:49]=2[F:56])=[CH:25][CH:24]=[C:23]2[C:28]=1[CH:29]=[CH:30][C:21]([OH:20])=[CH:22]2. The yield is 0.510. (3) The reactants are [C:1]1([C:3](=[CH:5][CH:6]=[CH:7][CH:8]=1)[OH:4])[OH:2].S(=O)(=O)(O)O. The catalyst is [O-2].[O-2].[O-2].[Fe+2].[Fe+2].O. The product is [OH2:2].[OH:2][C:1]1[C:3]([OH:4])=[CH:5][C:6]2[C:7]3[C:6](=[CH:5][C:3]([OH:4])=[C:1]([OH:2])[CH:8]=3)[C:6]3[C:7](=[CH:8][C:1]([OH:2])=[C:3]([OH:2])[CH:5]=3)[C:7]=2[CH:8]=1. The yield is 0.369. (4) The reactants are CSC.[F:4][C:5]1[CH:6]=[C:7]([Mg]Br)[CH:8]=[CH:9][CH:10]=1.[Cl:13][C:14]1[CH:19]=[CH:18][C:17](/[CH:20]=[CH:21]/[C:22]([N:24]2[C@@H:28]([C:29]3[CH:34]=[CH:33][CH:32]=[CH:31][CH:30]=3)[CH2:27][O:26][C:25]2=[O:35])=[O:23])=[CH:16][CH:15]=1. The catalyst is C1COCC1. The product is [Cl:13][C:14]1[CH:15]=[CH:16][C:17]([C@@H:20]([C:7]2[CH:8]=[CH:9][CH:10]=[C:5]([F:4])[CH:6]=2)[CH2:21][C:22]([N:24]2[C@@H:28]([C:29]3[CH:30]=[CH:31][CH:32]=[CH:33][CH:34]=3)[CH2:27][O:26][C:25]2=[O:35])=[O:23])=[CH:18][CH:19]=1. The yield is 0.840. (5) The reactants are [F:1][C:2]([F:14])([F:13])[CH2:3][O:4][C:5]1[CH:6]=[C:7]([CH:10]=[CH:11][CH:12]=1)[CH:8]=O.[O:15]([C:22]1[CH:23]=[C:24]([CH:26]=[CH:27][CH:28]=1)[NH2:25])[C:16]1[CH:21]=[CH:20][CH:19]=[CH:18][CH:17]=1.[BH4-].[Na+]. The catalyst is C1CCCCC1. The product is [O:15]([C:22]1[CH:23]=[C:24]([NH:25][CH2:8][C:7]2[CH:10]=[CH:11][CH:12]=[C:5]([O:4][CH2:3][C:2]([F:14])([F:13])[F:1])[CH:6]=2)[CH:26]=[CH:27][CH:28]=1)[C:16]1[CH:17]=[CH:18][CH:19]=[CH:20][CH:21]=1. The yield is 0.760. (6) The product is [CH3:1][O:2][C:3]1[CH:4]=[C:5]2[C:10](=[CH:11][C:12]=1[O:13][CH2:37][CH2:38][OH:39])[N:9]=[CH:8][CH:7]=[C:6]2[O:14][C:15]1[C:16]([C:23]2[CH:28]=[CH:27][CH:26]=[C:25]([CH3:29])[N:24]=2)=[N:17][C:18]([CH3:22])=[C:19]([CH3:21])[CH:20]=1. The yield is 0.510. The catalyst is CN(C)C=O. The reactants are [CH3:1][O:2][C:3]1[CH:4]=[C:5]2[C:10](=[CH:11][C:12]=1[OH:13])[N:9]=[CH:8][CH:7]=[C:6]2[O:14][C:15]1[C:16]([C:23]2[CH:28]=[CH:27][CH:26]=[C:25]([CH3:29])[N:24]=2)=[N:17][C:18]([CH3:22])=[C:19]([CH3:21])[CH:20]=1.C(=O)([O-])[O-].[K+].[K+].Br[CH2:37][CH2:38][OH:39]. (7) The reactants are [C:1]1([C:7]2[NH:11][CH:10]=[C:9]([CH:12]=O)[CH:8]=2)[CH:6]=[CH:5][CH:4]=[CH:3][CH:2]=1.[CH3:14][NH2:15].[BH4-].[Na+].[OH2:18].[CH3:19][OH:20]. The catalyst is [Cl-].[Na+].O. The product is [CH3:14][N:15]([CH2:12][C:9]1[CH:8]=[C:7]([C:1]2[CH:2]=[CH:3][CH:4]=[CH:5][CH:6]=2)[NH:11][CH:10]=1)[C:19](=[O:20])[O:18][C:1]([CH3:7])([CH3:6])[CH3:2]. The yield is 0.640. (8) The catalyst is CN(C=O)C. The yield is 0.730. The reactants are I[C:2]1[C:10]2[C:5](=[CH:6][C:7]([CH:11]=[O:12])=[CH:8][CH:9]=2)[NH:4][N:3]=1.[Cu](C#N)[C:14]#[N:15].O. The product is [CH:11]([C:7]1[CH:6]=[C:5]2[C:10]([C:2]([C:14]#[N:15])=[N:3][NH:4]2)=[CH:9][CH:8]=1)=[O:12]. (9) The yield is 0.0600. The catalyst is O. The product is [C:35]([C:36]1[C:37](=[C:26]([C:25]#[N:29])[C:27]#[N:28])[O:23][C:20]([CH3:22])([CH3:21])[C:19]=1[C:17]1[S:18][C:14]([N:7]([CH2:8][CH2:9][CH2:10][CH2:11][CH2:12][CH3:13])[CH2:1][CH2:2][CH2:3][CH2:4][CH2:5][CH3:6])=[CH:15][CH:16]=1)#[N:34]. The reactants are [CH2:1]([N:7]([C:14]1[S:18][C:17]([C:19](=O)[C:20]([OH:23])([CH3:22])[CH3:21])=[CH:16][CH:15]=1)[CH2:8][CH2:9][CH2:10][CH2:11][CH2:12][CH3:13])[CH2:2][CH2:3][CH2:4][CH2:5][CH3:6].[C:25](#[N:29])[CH2:26][C:27]#[N:28].C(O)(=O)C.[N:34]1C=C[CH:37]=[CH:36][CH:35]=1. (10) The reactants are Br[C:2]1[CH:7]=[CH:6][C:5]([C:8]2[N:9]=[C:10]([CH:18]3[CH2:21][CH2:20][CH2:19]3)[N:11]3[CH:16]=[CH:15][N:14]=[C:13]([NH2:17])[C:12]=23)=[CH:4][CH:3]=1.[S:22]1[C:26]2[CH:27]=[CH:28][CH:29]=[CH:30][C:25]=2[CH:24]=[C:23]1B(O)O.O1CCOCC1.O. The catalyst is C1C=CC([P]([Pd]([P](C2C=CC=CC=2)(C2C=CC=CC=2)C2C=CC=CC=2)([P](C2C=CC=CC=2)(C2C=CC=CC=2)C2C=CC=CC=2)[P](C2C=CC=CC=2)(C2C=CC=CC=2)C2C=CC=CC=2)(C2C=CC=CC=2)C2C=CC=CC=2)=CC=1. The product is [S:22]1[C:23]([C:2]2[CH:7]=[CH:6][C:5]([C:8]3[N:9]=[C:10]([CH:18]4[CH2:21][CH2:20][CH2:19]4)[N:11]4[CH:16]=[CH:15][N:14]=[C:13]([NH2:17])[C:12]=34)=[CH:4][CH:3]=2)=[CH:24][C:25]2[CH:30]=[CH:29][CH:28]=[CH:27][C:26]1=2. The yield is 0.240.